From a dataset of Reaction yield outcomes from USPTO patents with 853,638 reactions. Predict the reaction yield, written as a fraction of the theoretical maximum amount of product (1.0 means a 100% yield; for example, 0.34 means a 34% yield). (1) The reactants are [CH3:1][O:2][C:3](=[O:34])[CH2:4][N:5]1[C:13]2[C:8](=[CH:9][C:10](Br)=[C:11]([S:14]([N:17]3[CH2:22][CH2:21][N:20]([C:23]4[CH:28]=[CH:27][C:26]([C:29]([F:32])([F:31])[F:30])=[CH:25][CH:24]=4)[CH2:19][CH2:18]3)(=[O:16])=[O:15])[CH:12]=2)[CH:7]=[CH:6]1.C(N(CC)CC)C. The catalyst is [Pd].[C]. The product is [CH3:1][O:2][C:3](=[O:34])[CH2:4][N:5]1[C:13]2[C:8](=[CH:9][CH:10]=[C:11]([S:14]([N:17]3[CH2:22][CH2:21][N:20]([C:23]4[CH:28]=[CH:27][C:26]([C:29]([F:32])([F:31])[F:30])=[CH:25][CH:24]=4)[CH2:19][CH2:18]3)(=[O:15])=[O:16])[CH:12]=2)[CH:7]=[CH:6]1. The yield is 0.830. (2) The catalyst is C(Cl)Cl. The yield is 0.220. The product is [CH3:13][N:14]1[CH:15]2[CH2:21][CH2:20][CH:19]1[CH2:18][CH:17]([O:22][C:23]1[N:28]=[C:27]([N:29]3[CH2:30][CH2:31][O:32][CH2:33][CH2:34]3)[N:26]=[C:25]([C:35]3[CH:36]=[CH:37][C:38]([NH:41][C:5]([NH:42][C:43]4[CH:48]=[CH:47][N:46]=[CH:45][CH:44]=4)=[O:11])=[CH:39][CH:40]=3)[N:24]=1)[CH2:16]2. The reactants are ClC(Cl)(O[C:5](=[O:11])OC(Cl)(Cl)Cl)Cl.[CH3:13][N:14]1[CH:19]2[CH2:20][CH2:21][CH:15]1[CH2:16][CH:17]([O:22][C:23]1[N:28]=[C:27]([N:29]3[CH2:34][CH2:33][O:32][CH2:31][CH2:30]3)[N:26]=[C:25]([C:35]3[CH:40]=[CH:39][C:38]([NH2:41])=[CH:37][CH:36]=3)[N:24]=1)[CH2:18]2.[NH2:42][C:43]1[CH:48]=[CH:47][N:46]=[CH:45][CH:44]=1.CCN(CC)CC. (3) The reactants are C(O[C:4](=[O:22])[CH2:5][C:6]([CH:8]1[CH2:13][CH2:12][N:11]([C:14]([O:16][C:17]([CH3:20])([CH3:19])[CH3:18])=[O:15])[CH:10](C)[CH2:9]1)=O)C.[Br:23][C:24]1[CH:25]=[CH:26][CH:27]=[C:28]2[C:32]=1[NH:31][N:30]=[C:29]2[NH2:33].P([O-])([O-])([O-])=O.[K+].[K+].[K+]. The catalyst is COCC(O)C.O.Cl. The product is [Br:23][C:24]1[C:32]2[C:28](=[C:29]3[NH:33][C:4](=[O:22])[CH:5]=[C:6]([CH:8]4[CH2:9][CH2:10][N:11]([C:14]([O:16][C:17]([CH3:18])([CH3:19])[CH3:20])=[O:15])[CH2:12][CH2:13]4)[N:30]3[N:31]=2)[CH:27]=[CH:26][CH:25]=1. The yield is 0.0700. (4) The reactants are C[O:2][C:3](=[O:38])[C@@H:4]([NH:16][C:17]([C:19]1[C:20]([CH3:37])=[N:21][C:22]([NH:26][CH2:27][CH2:28][CH2:29][C:30]2[CH:35]=[CH:34][CH:33]=[C:32]([OH:36])[CH:31]=2)=[N:23][C:24]=1[CH3:25])=[O:18])[CH2:5][NH:6][C:7](=[O:15])[C:8]1[CH:13]=[CH:12][CH:11]=[C:10]([CH3:14])[CH:9]=1.O.[OH-].[Li+].S([O-])(O)(=O)=O.[K+]. The catalyst is C1COCC1.O. The product is [OH:36][C:32]1[CH:31]=[C:30]([CH2:29][CH2:28][CH2:27][NH:26][C:22]2[N:23]=[C:24]([CH3:25])[C:19]([C:17]([NH:16][C@@H:4]([CH2:5][NH:6][C:7](=[O:15])[C:8]3[CH:13]=[CH:12][CH:11]=[C:10]([CH3:14])[CH:9]=3)[C:3]([OH:38])=[O:2])=[O:18])=[C:20]([CH3:37])[N:21]=2)[CH:35]=[CH:34][CH:33]=1. The yield is 0.800. (5) The reactants are Cl.[CH:2]1([C@H:5]([NH2:10])[C:6]([F:9])([F:8])[F:7])[CH2:4][CH2:3]1.C(N(CC)C(C)C)(C)C.C[Al](C)C.[C:24]([CH2:26][C:27]1([N:41]2[CH:45]=[C:44]([C:46]3[C:47]4[CH:54]=[CH:53][N:52](COCC[Si](C)(C)C)[C:48]=4[N:49]=[CH:50][N:51]=3)[CH:43]=[N:42]2)[CH2:30][N:29]([C:31]2[CH:40]=[CH:39][C:34]([C:35](OC)=[O:36])=[CH:33][CH:32]=2)[CH2:28]1)#[N:25]. The catalyst is ClCCCl.C1(C)C=CC=CC=1.ClCCl. The product is [C:24]([CH2:26][C:27]1([N:41]2[CH:45]=[C:44]([C:46]3[C:47]4[CH:54]=[CH:53][NH:52][C:48]=4[N:49]=[CH:50][N:51]=3)[CH:43]=[N:42]2)[CH2:30][N:29]([C:31]2[CH:32]=[CH:33][C:34]([C:35]([NH:10][C@@H:5]([CH:2]3[CH2:4][CH2:3]3)[C:6]([F:9])([F:8])[F:7])=[O:36])=[CH:39][CH:40]=2)[CH2:28]1)#[N:25]. The yield is 0.750. (6) The reactants are [NH2:1][C:2]1[CH:7]=[CH:6][C:5]([C:8]2[C:12]([C:13]3[CH:18]=[CH:17][N:16]=[C:15]4[NH:19][C:20]([C:22]5[CH:27]=[CH:26][CH:25]=[C:24]([CH2:28][N:29]([CH3:31])[CH3:30])[CH:23]=5)=[CH:21][C:14]=34)=[CH:11][N:10]([CH2:32][CH3:33])[N:9]=2)=[CH:4][CH:3]=1.[CH3:34][NH:35][CH3:36].[O:37]1[CH2:41]CCC1. No catalyst specified. The product is [CH3:31][N:29]([CH2:28][C:24]1[CH:23]=[C:22]([C:20]2[NH:19][C:15]3=[N:16][CH:17]=[CH:18][C:13]([C:12]4[C:8]([C:5]5[CH:4]=[CH:3][C:2]([NH:1][C:41](=[O:37])[N:35]([CH3:36])[CH3:34])=[CH:7][CH:6]=5)=[N:9][N:10]([CH2:32][CH3:33])[CH:11]=4)=[C:14]3[CH:21]=2)[CH:27]=[CH:26][CH:25]=1)[CH3:30]. The yield is 0.460. (7) The reactants are [Cl:1][C:2]1[C:3]([O:12][C:13]2[CH:18]=[C:17]([OH:19])[CH:16]=[CH:15][C:14]=2/[CH:20]=[CH:21]/[C:22]([O:24][CH2:25][CH3:26])=[O:23])=[N:4][CH:5]=[C:6]([C:8]([F:11])([F:10])[F:9])[CH:7]=1.[CH:27]([O:30][CH2:31][CH:32]1[O:34][CH2:33]1)([CH3:29])[CH3:28].C(=O)([O-])[O-].[K+].[K+].[I-].[Na+]. The catalyst is O.CN(C)C=O. The product is [Cl:1][C:2]1[C:3]([O:12][C:13]2[CH:18]=[C:17]([O:19][CH2:33][CH:32]([OH:34])[CH2:31][O:30][CH:27]([CH3:29])[CH3:28])[CH:16]=[CH:15][C:14]=2/[CH:20]=[CH:21]/[C:22]([O:24][CH2:25][CH3:26])=[O:23])=[N:4][CH:5]=[C:6]([C:8]([F:9])([F:11])[F:10])[CH:7]=1. The yield is 0.810. (8) The reactants are [CH3:1][N:2]1[C:10]2[C:5](=[CH:6][CH:7]=[CH:8][CH:9]=2)[CH2:4][CH2:3]1. The catalyst is C1(C)C=CC=CC=1.O=[Mn]=O. The product is [CH3:1][N:2]1[C:10]2[C:5](=[CH:6][CH:7]=[CH:8][CH:9]=2)[CH:4]=[CH:3]1. The yield is 0.570. (9) The reactants are Cl[C:2]1[CH:7]=[C:6]([Cl:8])[N:5]2[N:9]=[CH:10][CH:11]=[C:4]2[N:3]=1.[Br-].[C:13]([C:15]1[CH:16]=[C:17]([CH:20]=[CH:21][CH:22]=1)[CH2:18][Zn+])#[N:14].[NH4+].[Cl-]. The catalyst is C1C=CC([P]([Pd]([P](C2C=CC=CC=2)(C2C=CC=CC=2)C2C=CC=CC=2)([P](C2C=CC=CC=2)(C2C=CC=CC=2)C2C=CC=CC=2)[P](C2C=CC=CC=2)(C2C=CC=CC=2)C2C=CC=CC=2)(C2C=CC=CC=2)C2C=CC=CC=2)=CC=1.CN(C=O)C. The product is [Cl:8][C:6]1[N:5]2[N:9]=[CH:10][CH:11]=[C:4]2[N:3]=[C:2]([CH2:18][C:17]2[CH:16]=[C:15]([CH:22]=[CH:21][CH:20]=2)[C:13]#[N:14])[CH:7]=1. The yield is 0.640. (10) The reactants are CC(OI1(OC(C)=O)(OC(C)=O)OC(=O)C2C=CC=CC1=2)=O.[C:23]([Si:27]([CH3:39])([CH3:38])[O:28][C@H:29]1[C@H:33]2[O:34][CH2:35][C@@H:36]([OH:37])[C@H:32]2[O:31][CH2:30]1)([CH3:26])([CH3:25])[CH3:24]. The catalyst is ClCCl. The product is [Si:27]([O:28][C@H:29]1[C@H:33]2[O:34][CH2:35][C:36](=[O:37])[C@H:32]2[O:31][CH2:30]1)([C:23]([CH3:26])([CH3:24])[CH3:25])([CH3:39])[CH3:38]. The yield is 0.910.